Task: Predict the reactants needed to synthesize the given product.. Dataset: Full USPTO retrosynthesis dataset with 1.9M reactions from patents (1976-2016) (1) Given the product [C:1]([O:5][C:6]([N:8]1[CH2:13][CH2:12][CH2:11][CH:10]([CH2:14][O:15][CH3:19])[CH2:9]1)=[O:7])([CH3:4])([CH3:3])[CH3:2], predict the reactants needed to synthesize it. The reactants are: [C:1]([O:5][C:6]([N:8]1[CH2:13][CH2:12][CH2:11][CH:10]([CH2:14][OH:15])[CH2:9]1)=[O:7])([CH3:4])([CH3:3])[CH3:2].[H-].[Na+].I[CH3:19]. (2) Given the product [CH3:54][N:51]1[CH2:52][CH2:53][N:48]([S:45]([C:41]2[CH:42]=[C:43]([C:9]3[CH:10]=[C:11]4[C:16](=[C:17]([O:19][CH2:20][O:21][CH2:22][CH2:23][Si:24]([CH3:25])([CH3:27])[CH3:26])[CH:18]=3)[N:15]=[CH:14][N:13]([CH2:28][O:29][CH2:30][CH2:31][Si:32]([CH3:33])([CH3:34])[CH3:35])[C:12]4=[O:36])[CH:44]=[CH:39][CH:40]=2)(=[O:47])=[O:46])[CH2:49][CH2:50]1, predict the reactants needed to synthesize it. The reactants are: CC1(C)C(C)(C)OB([C:9]2[CH:10]=[C:11]3[C:16](=[C:17]([O:19][CH2:20][O:21][CH2:22][CH2:23][Si:24]([CH3:27])([CH3:26])[CH3:25])[CH:18]=2)[N:15]=[CH:14][N:13]([CH2:28][O:29][CH2:30][CH2:31][Si:32]([CH3:35])([CH3:34])[CH3:33])[C:12]3=[O:36])O1.Br[C:39]1[CH:40]=[C:41]([S:45]([N:48]2[CH2:53][CH2:52][N:51]([CH3:54])[CH2:50][CH2:49]2)(=[O:47])=[O:46])[CH:42]=[CH:43][CH:44]=1.C(=O)([O-])[O-].[Cs+].[Cs+]. (3) Given the product [O:21]([CH2:20][C:19]([N:14]1[CH2:15][CH2:16][CH2:17][CH2:18][C@@H:13]1[C:11]1[O:10][N:9]=[C:8]([C:4]2[CH:3]=[C:2]([NH:1][C:38](=[O:40])[CH3:39])[CH:7]=[CH:6][CH:5]=2)[N:12]=1)=[O:28])[C:22]1[CH:23]=[CH:24][CH:25]=[CH:26][CH:27]=1, predict the reactants needed to synthesize it. The reactants are: [NH2:1][C:2]1[CH:3]=[C:4]([C:8]2[N:12]=[C:11]([C@H:13]3[CH2:18][CH2:17][CH2:16][CH2:15][N:14]3[C:19](=[O:28])[CH2:20][O:21][C:22]3[CH:27]=[CH:26][CH:25]=[CH:24][CH:23]=3)[O:10][N:9]=2)[CH:5]=[CH:6][CH:7]=1.CCN(C(C)C)C(C)C.[C:38](Cl)(=[O:40])[CH3:39].O. (4) Given the product [CH2:6]([O:5][P:4]([C:9]([F:39])=[CH:10][CH:11]1[CH:18]([OH:17])[CH:14]([OH:15])[CH:13]([N:21]2[CH:29]=[N:28][C:27]3[C:22]2=[N:23][CH:24]=[N:25][C:26]=3[NH:30][C:31](=[O:38])[C:32]2[CH:33]=[CH:34][CH:35]=[CH:36][CH:37]=2)[O:12]1)(=[O:8])[O:3][CH2:1][CH3:2])[CH3:7], predict the reactants needed to synthesize it. The reactants are: [CH2:1]([O:3][P:4]([C:9]([F:39])=[CH:10][CH:11]1[CH:18]2[CH:14]([O:15]C(C)(C)[O:17]2)[CH:13]([N:21]2[CH:29]=[N:28][C:27]3[C:22]2=[N:23][CH:24]=[N:25][C:26]=3[NH:30][C:31](=[O:38])[C:32]2[CH:37]=[CH:36][CH:35]=[CH:34][CH:33]=2)[O:12]1)(=[O:8])[O:5][CH2:6][CH3:7])[CH3:2].C(OP(C=CC1C(O)C(O)C(N2C3N=CN=C(NC(=O)C4C=CC=CC=4)C=3N=N2)O1)(=O)OCC)C. (5) The reactants are: Br[C:2]1[C:3]([O:37][CH3:38])=[C:4]2[C:8](=[CH:9][CH:10]=1)[N:7]([C:11]([C:24]1[CH:29]=[CH:28][CH:27]=[CH:26][CH:25]=1)([C:18]1[CH:23]=[CH:22][CH:21]=[CH:20][CH:19]=1)[C:12]1[CH:17]=[CH:16][CH:15]=[CH:14][CH:13]=1)[N:6]=[C:5]2[C:30]1[CH:35]=[CH:34][CH:33]=[C:32]([F:36])[CH:31]=1.CC(C)([O-])C.[Na+].C(=[NH:58])(C1C=CC=CC=1)C1C=CC=CC=1.C1(P(C2C=CC=CC=2)C2C=CC3C(=CC=CC=3)C=2C2C3C(=CC=CC=3)C=CC=2P(C2C=CC=CC=2)C2C=CC=CC=2)C=CC=CC=1. Given the product [F:36][C:32]1[CH:31]=[C:30]([C:5]2[C:4]3[C:8](=[CH:9][CH:10]=[C:2]([NH2:58])[C:3]=3[O:37][CH3:38])[N:7]([C:11]([C:12]3[CH:17]=[CH:16][CH:15]=[CH:14][CH:13]=3)([C:24]3[CH:29]=[CH:28][CH:27]=[CH:26][CH:25]=3)[C:18]3[CH:19]=[CH:20][CH:21]=[CH:22][CH:23]=3)[N:6]=2)[CH:35]=[CH:34][CH:33]=1, predict the reactants needed to synthesize it. (6) Given the product [Br:1][C:2]1[CH:9]=[CH:8][C:5]([CH2:6][N:10]2[C:19]3[C:14](=[CH:15][CH:16]=[CH:17][CH:18]=3)[CH2:13][CH2:12][CH2:11]2)=[CH:4][CH:3]=1, predict the reactants needed to synthesize it. The reactants are: [Br:1][C:2]1[CH:9]=[CH:8][C:5]([CH:6]=O)=[CH:4][CH:3]=1.[NH:10]1[C:19]2[C:14](=[CH:15][CH:16]=[CH:17][CH:18]=2)[CH2:13][CH2:12][CH2:11]1.C(O[BH-](OC(=O)C)OC(=O)C)(=O)C.[Na+].C(O)(=O)C.C(=O)([O-])O.[Na+]. (7) The reactants are: Cl[C:2]1[CH:7]=[CH:6][N:5]=[C:4]([S:8][CH3:9])[N:3]=1.[F:10][C:11]1[CH:16]=[C:15](B(O)O)[CH:14]=[C:13]([F:20])[N:12]=1.C([O-])([O-])=O.[Cs+].[Cs+]. Given the product [F:10][C:11]1[CH:16]=[C:15]([C:2]2[CH:7]=[CH:6][N:5]=[C:4]([S:8][CH3:9])[N:3]=2)[CH:14]=[C:13]([F:20])[N:12]=1, predict the reactants needed to synthesize it. (8) Given the product [CH2:1]([O:3][P:4]([CH:7]([C:8]1[C:9]2[CH:16]=[C:15]([Cl:17])[CH:14]=[CH:13][C:10]=2[S:11][CH:12]=1)[C:18](=[O:20])[NH:19][CH:28]=[CH:29][C:30]1[CH:35]=[CH:34][C:33]([F:36])=[C:32]([F:37])[CH:31]=1)([CH3:6])=[O:5])[CH3:2], predict the reactants needed to synthesize it. The reactants are: [CH2:1]([O:3][P:4]([CH:7]([C:18](=[O:20])[NH2:19])[C:8]1[C:9]2[CH:16]=[C:15]([Cl:17])[CH:14]=[CH:13][C:10]=2[S:11][CH:12]=1)([CH3:6])=[O:5])[CH3:2].C(=O)([O-])[O-].[Cs+].[Cs+].Br[CH:28]=[CH:29][C:30]1[CH:35]=[CH:34][C:33]([F:36])=[C:32]([F:37])[CH:31]=1.C(OCC)(=O)C. (9) Given the product [Cl:1][C:2]1[CH:3]=[CH:4][C:5]([O:25][CH3:26])=[C:6]([C:8]2[C:9]([NH:13][C:14]([C:16]3[CH:17]=[N:18][N:19]4[CH:24]=[CH:23][CH:22]=[N:21][C:20]=34)=[O:15])=[CH:10][N:11]([CH2:27][C:28]([OH:31])([CH3:30])[CH3:29])[N:12]=2)[CH:7]=1, predict the reactants needed to synthesize it. The reactants are: [Cl:1][C:2]1[CH:3]=[CH:4][C:5]([O:25][CH3:26])=[C:6]([C:8]2[NH:12][N:11]=[CH:10][C:9]=2[NH:13][C:14]([C:16]2[CH:17]=[N:18][N:19]3[CH:24]=[CH:23][CH:22]=[N:21][C:20]=23)=[O:15])[CH:7]=1.[CH3:27][C:28]1([O:31][CH2:30]1)[CH3:29].C(=O)([O-])[O-].[Cs+].[Cs+].